This data is from NCI-60 drug combinations with 297,098 pairs across 59 cell lines. The task is: Regression. Given two drug SMILES strings and cell line genomic features, predict the synergy score measuring deviation from expected non-interaction effect. Drug 1: CCC1=CC2CC(C3=C(CN(C2)C1)C4=CC=CC=C4N3)(C5=C(C=C6C(=C5)C78CCN9C7C(C=CC9)(C(C(C8N6C)(C(=O)OC)O)OC(=O)C)CC)OC)C(=O)OC.C(C(C(=O)O)O)(C(=O)O)O. Drug 2: CC1=C(C=C(C=C1)NC(=O)C2=CC=C(C=C2)CN3CCN(CC3)C)NC4=NC=CC(=N4)C5=CN=CC=C5. Cell line: IGROV1. Synergy scores: CSS=39.6, Synergy_ZIP=-4.91, Synergy_Bliss=1.49, Synergy_Loewe=-34.6, Synergy_HSA=0.594.